Task: Predict the reaction yield, written as a fraction of the theoretical maximum amount of product (1.0 means a 100% yield; for example, 0.34 means a 34% yield).. Dataset: Reaction yield outcomes from USPTO patents with 853,638 reactions (1) The product is [NH2:17][C:3]1[C:4](=[O:16])[NH:5][C:6](=[S:15])[N:7]([C:8]2[CH:9]=[CH:10][C:11]([Cl:14])=[CH:12][CH:13]=2)[C:2]=1[NH2:1]. The catalyst is O.N. The reactants are [NH2:1][C:2]1[N:7]([C:8]2[CH:13]=[CH:12][C:11]([Cl:14])=[CH:10][CH:9]=2)[C:6](=[S:15])[NH:5][C:4](=[O:16])[C:3]=1[N:17]=O.S(S([O-])=O)([O-])=O.[Na+].[Na+].S(=O)(=O)(O)O. The yield is 0.820. (2) The yield is 1.00. The product is [CH3:1][O:2][C:3]([C:5]1[S:6][CH:7]=[C:8]([Br:11])[C:9]=1[O:10][CH3:12])=[O:4]. The reactants are [CH3:1][O:2][C:3]([C:5]1[S:6][CH:7]=[C:8]([Br:11])[C:9]=1[OH:10])=[O:4].[C:12](=O)([O-])[O-].[K+].[K+].IC. The catalyst is CC(C)=O. (3) The reactants are [CH3:1][O:2][C:3]1[CH:4]=[C:5]2[C:10](=[CH:11][CH:12]=1)[N:9]=[C:8]([NH:13][CH2:14][C@H:15]1[CH2:19][CH2:18][CH2:17][C@@H:16]1[NH:20]C(=O)OC(C)(C)C)[CH:7]=[C:6]2[CH3:28].C(O)(C(F)(F)F)=O.[CH3:36][N:37]1[C:45]2[C:40](=[CH:41][CH:42]=[CH:43][CH:44]=2)[C:39]([CH:46]=O)=[CH:38]1.[BH4-].[Na+].Cl.[OH-].[Na+]. The catalyst is C(Cl)Cl.CO.CCN(CC)CC.C1(C)C=CC=CC=1. The product is [CH3:1][O:2][C:3]1[CH:12]=[C:11]2[C:10](=[CH:5][CH:4]=1)[N:9]=[C:8]([NH:13][CH2:14][C@H:15]1[CH2:19][CH2:18][CH2:17][C@@H:16]1[NH:20][CH2:46][C:39]1[C:40]3[C:45](=[CH:44][CH:43]=[CH:42][CH:41]=3)[N:37]([CH3:36])[CH:38]=1)[CH:7]=[C:6]2[CH3:28]. The yield is 0.460.